Dataset: Full USPTO retrosynthesis dataset with 1.9M reactions from patents (1976-2016). Task: Predict the reactants needed to synthesize the given product. (1) Given the product [C:36]([O:40][C:41]([N:43]1[CH2:47][CH2:46][CH:45]([C:48](=[O:49])[NH:1][C:2]2[CH:3]=[C:4]3[C:8](=[CH:9][C:10]=2[CH2:11][O:12][C:13](=[O:15])[CH3:14])[N:7]([C:16]([C:17]2[CH:22]=[CH:21][CH:20]=[CH:19][CH:18]=2)([C:23]2[CH:24]=[CH:25][CH:26]=[CH:27][CH:28]=2)[C:29]2[CH:34]=[CH:33][CH:32]=[CH:31][CH:30]=2)[N:6]=[C:5]3[Br:35])[CH2:44]1)=[O:42])([CH3:39])([CH3:38])[CH3:37], predict the reactants needed to synthesize it. The reactants are: [NH2:1][C:2]1[CH:3]=[C:4]2[C:8](=[CH:9][C:10]=1[CH2:11][O:12][C:13](=[O:15])[CH3:14])[N:7]([C:16]([C:29]1[CH:34]=[CH:33][CH:32]=[CH:31][CH:30]=1)([C:23]1[CH:28]=[CH:27][CH:26]=[CH:25][CH:24]=1)[C:17]1[CH:22]=[CH:21][CH:20]=[CH:19][CH:18]=1)[N:6]=[C:5]2[Br:35].[C:36]([O:40][C:41]([N:43]1[CH2:47][CH2:46][CH:45]([C:48](O)=[O:49])[CH2:44]1)=[O:42])([CH3:39])([CH3:38])[CH3:37].CN(C(ON1N=NC2C=CC=NC1=2)=[N+](C)C)C.F[P-](F)(F)(F)(F)F.C(N(CC)CC)C. (2) Given the product [Cl:22][C:19]1[CH:20]=[CH:21][C:16]([O:15][C:14]2[CH:13]=[CH:12][C:9]([C:10]#[N:11])=[CH:8][C:7]=2[B:26]2[O:27][C:28]([CH3:30])([CH3:29])[C:24]([CH3:40])([CH3:23])[O:25]2)=[CH:17][CH:18]=1, predict the reactants needed to synthesize it. The reactants are: C([O-])(=O)C.[K+].Br[C:7]1[CH:8]=[C:9]([CH:12]=[CH:13][C:14]=1[O:15][C:16]1[CH:21]=[CH:20][C:19]([Cl:22])=[CH:18][CH:17]=1)[C:10]#[N:11].[CH3:23][C:24]1([CH3:40])[C:28]([CH3:30])([CH3:29])[O:27][B:26]([B:26]2[O:27][C:28]([CH3:30])([CH3:29])[C:24]([CH3:40])([CH3:23])[O:25]2)[O:25]1. (3) Given the product [F:12][C:10]1[CH:9]=[CH:8][C:3]([C:4]([O:6][CH3:7])=[O:5])=[C:2]([C:16]2[CH:17]=[CH:18][N:13]=[CH:14][CH:15]=2)[CH:11]=1, predict the reactants needed to synthesize it. The reactants are: Br[C:2]1[CH:11]=[C:10]([F:12])[CH:9]=[CH:8][C:3]=1[C:4]([O:6][CH3:7])=[O:5].[N:13]1[CH:18]=[CH:17][C:16](B(O)O)=[CH:15][CH:14]=1.C(=O)([O-])[O-].[Na+].[Na+].COCCOC. (4) Given the product [CH:39]([C:3]1[CH:4]=[C:5]2[C:16]3=[C:17]4[C:8](=[CH:9][C:10]([CH:25]=[CH:24][C:23]5[CH:34]=[CH:33][CH:20]=[CH:21][CH:22]=5)=[CH:11][C:12]4=[CH:13][CH:14]=[C:15]3[CH:2]=1)[CH:7]=[CH:6]2)=[CH:40][C:41]1[CH:46]=[CH:45][CH:44]=[CH:43][CH:42]=1, predict the reactants needed to synthesize it. The reactants are: Br[C:2]1[C:15]2[C:16]3=[C:17]4[C:12](=[CH:13][CH:14]=2)[CH:11]=[CH:10][C:9](Br)=[C:8]4[CH:7]=[CH:6][C:5]3=[CH:4][CH:3]=1.Br[C:20]1[C:33]2[C:34]3=[C:34]4[C:23](=[CH:24][CH:25]=2)[C:22](Br)=[CH:21][CH:20]=[C:33]4[CH:25]=[CH:24][C:23]3=[CH:22][CH:21]=1.B([O-])([O-])O[CH:39]=[CH:40][C:41]1[CH:46]=[CH:45][CH:44]=[CH:43][CH:42]=1.C([O-])([O-])=O.[Na+].[Na+].